From a dataset of Full USPTO retrosynthesis dataset with 1.9M reactions from patents (1976-2016). Predict the reactants needed to synthesize the given product. (1) Given the product [Cl:21][C:19]1[CH:18]=[CH:17][C:13]([CH2:14][OH:15])=[C:12]([S:11][C:5]2[CH:6]=[CH:7][C:8]([F:10])=[CH:9][C:4]=2[CH2:1][OH:2])[CH:20]=1, predict the reactants needed to synthesize it. The reactants are: [C:1]([C:4]1[CH:9]=[C:8]([F:10])[CH:7]=[CH:6][C:5]=1[S:11][C:12]1[CH:20]=[C:19]([Cl:21])[CH:18]=[CH:17][C:13]=1[C:14](O)=[O:15])(O)=[O:2].S(C1C=CC=CC=1C(OC)=O)C1C=CC=CC=1C(OC)=O. (2) Given the product [ClH:28].[CH:1](/[C:4]1[C:14]2[O:13][CH2:12][CH2:11][NH:10][CH2:9][C:8]=2[CH:7]=[CH:6][CH:5]=1)=[CH:2]\[CH3:3], predict the reactants needed to synthesize it. The reactants are: [CH:1](/[C:4]1[C:14]2[O:13][CH2:12][CH2:11][N:10](C(OC(C)(C)C)=O)[CH2:9][C:8]=2[CH:7]=[CH:6][CH:5]=1)=[CH:2]\[CH3:3].C(OCC)(=O)C.[ClH:28].